Dataset: Peptide-MHC class II binding affinity with 134,281 pairs from IEDB. Task: Regression. Given a peptide amino acid sequence and an MHC pseudo amino acid sequence, predict their binding affinity value. This is MHC class II binding data. (1) The peptide sequence is LLFCALASSCQVAFS. The MHC is DRB3_0202 with pseudo-sequence DRB3_0202. The binding affinity (normalized) is 0.425. (2) The peptide sequence is RDHYILYCEGELHGRQ. The MHC is DRB1_1101 with pseudo-sequence DRB1_1101. The binding affinity (normalized) is 0.337. (3) The peptide sequence is AFKVAATAPNAAPAN. The MHC is DRB1_0401 with pseudo-sequence DRB1_0401. The binding affinity (normalized) is 0.167. (4) The binding affinity (normalized) is 0.457. The peptide sequence is GLGWYKIEIDQDHQE. The MHC is HLA-DQA10201-DQB10202 with pseudo-sequence HLA-DQA10201-DQB10202. (5) The peptide sequence is AALAAAAGVPPADKY. The MHC is DRB4_0101 with pseudo-sequence DRB4_0103. The binding affinity (normalized) is 0.265. (6) The peptide sequence is KYNLNRAMMLDDLTM. The MHC is DRB1_0901 with pseudo-sequence DRB1_0901. The binding affinity (normalized) is 0.771. (7) The binding affinity (normalized) is 0.475. The peptide sequence is MPFVTTQPEALAAAA. The MHC is DRB1_1501 with pseudo-sequence DRB1_1501. (8) The peptide sequence is DVTITAPGDSPNTDG. The MHC is HLA-DPA10103-DPB10201 with pseudo-sequence HLA-DPA10103-DPB10201. The binding affinity (normalized) is 0. (9) The peptide sequence is AAHRARANESATILM. The MHC is DRB3_0101 with pseudo-sequence DRB3_0101. The binding affinity (normalized) is 0.522.